This data is from Full USPTO retrosynthesis dataset with 1.9M reactions from patents (1976-2016). The task is: Predict the reactants needed to synthesize the given product. (1) Given the product [Cl:1][C:2]1[CH:10]=[CH:9][C:8]([CH3:11])=[CH:7][C:3]=1[C:4]([O:6][CH2:17][CH3:18])=[O:5], predict the reactants needed to synthesize it. The reactants are: [Cl:1][C:2]1[CH:10]=[CH:9][C:8]([CH3:11])=[CH:7][C:3]=1[C:4]([OH:6])=[O:5].OS(O)(=O)=O.[CH2:17](O)[CH3:18]. (2) The reactants are: [F:1][C:2]([F:13])([F:12])[C:3]1[CH:4]=[C:5]([N:9]=[C:10]=[O:11])[CH:6]=[CH:7][CH:8]=1.[O:14]1[CH2:19][CH2:18][N:17]([CH2:20][CH2:21][CH2:22][O:23][C:24]2[CH:25]=[C:26]([CH:28]=[CH:29][CH:30]=2)[NH2:27])[CH2:16][CH2:15]1. Given the product [O:14]1[CH2:15][CH2:16][N:17]([CH2:20][CH2:21][CH2:22][O:23][C:24]2[CH:25]=[C:26]([NH:27][C:10]([NH:9][C:5]3[CH:6]=[CH:7][CH:8]=[C:3]([C:2]([F:12])([F:13])[F:1])[CH:4]=3)=[O:11])[CH:28]=[CH:29][CH:30]=2)[CH2:18][CH2:19]1, predict the reactants needed to synthesize it. (3) Given the product [F:16][C:13]([F:14])([F:15])[C:8]([C:5]1[CH:4]=[CH:3][C:2]([NH:1][C:20](=[O:22])[CH:19]=[N:26][OH:27])=[CH:7][CH:6]=1)([OH:17])[C:9]([F:10])([F:11])[F:12], predict the reactants needed to synthesize it. The reactants are: [NH2:1][C:2]1[CH:7]=[CH:6][C:5]([C:8]([OH:17])([C:13]([F:16])([F:15])[F:14])[C:9]([F:12])([F:11])[F:10])=[CH:4][CH:3]=1.Cl[C:19](Cl)(Cl)[CH:20]([OH:22])O.Cl.[NH2:26][OH:27].S([O-])([O-])(=O)=O.[Na+].[Na+].Cl. (4) Given the product [Br:10][C:4]1[CH:5]=[C:6]([CH2:8][CH3:9])[CH:7]=[C:2]([N:15]2[CH:16]=[CH:17][C:13]([C:12]([F:19])([F:18])[F:11])=[N:14]2)[N:3]=1, predict the reactants needed to synthesize it. The reactants are: Br[C:2]1[CH:7]=[C:6]([CH2:8][CH3:9])[CH:5]=[C:4]([Br:10])[N:3]=1.[F:11][C:12]([F:19])([F:18])[C:13]1[CH:17]=[CH:16][NH:15][N:14]=1.C(=O)([O-])[O-].[K+].[K+]. (5) Given the product [C:19]([N:23]1[C:7]([C:8]2[CH:13]=[CH:12][CH:11]=[CH:10][CH:9]=2)=[CH:6][C:5]([C:4]([O:3][CH2:1][CH3:2])=[O:16])=[N:24]1)([CH3:22])([CH3:21])[CH3:20], predict the reactants needed to synthesize it. The reactants are: [CH2:1]([O:3][C:4](=[O:16])/[C:5](/[O-])=[CH:6]/[C:7](=O)[C:8]1[CH:13]=[CH:12][CH:11]=[CH:10][CH:9]=1)[CH3:2].[Li+].Cl.[C:19]([NH:23][NH2:24])([CH3:22])([CH3:21])[CH3:20]. (6) Given the product [NH2:6][C:7]1[N:12]=[C:11]([CH3:13])[C:10]([CH2:14][C:15]2[CH:20]=[CH:19][C:18]([CH2:21][C:22]([O:24][CH3:32])=[O:23])=[CH:17][C:16]=2[F:25])=[C:9]([NH:26][CH2:27][CH2:28][CH2:29][CH2:30][CH3:31])[N:8]=1, predict the reactants needed to synthesize it. The reactants are: S(=O)(=O)(O)O.[NH2:6][C:7]1[N:12]=[C:11]([CH3:13])[C:10]([CH2:14][C:15]2[CH:20]=[CH:19][C:18]([CH2:21][C:22]([OH:24])=[O:23])=[CH:17][C:16]=2[F:25])=[C:9]([NH:26][CH2:27][CH2:28][CH2:29][CH2:30][CH3:31])[N:8]=1.[C:32]([O-])(O)=O.[Na+]. (7) Given the product [CH3:1][O:2][C:3](=[O:27])[CH2:4][C:5]1[CH:10]=[CH:9][CH:8]=[C:7]([O:11][CH2:12][CH2:13][C@H:14]([NH:36][CH2:35][C@H:34]([C:28]2[CH:33]=[CH:32][CH:31]=[CH:30][CH:29]=2)[CH3:37])[CH3:15])[CH:6]=1, predict the reactants needed to synthesize it. The reactants are: [CH3:1][O:2][C:3](=[O:27])[CH2:4][C:5]1[CH:10]=[CH:9][CH:8]=[C:7]([O:11][CH2:12][CH2:13][C@@H:14](OS(C2C=CC(C)=CC=2)(=O)=O)[CH3:15])[CH:6]=1.[C:28]1([C@H:34]([CH3:37])[CH2:35][NH2:36])[CH:33]=[CH:32][CH:31]=[CH:30][CH:29]=1.C(=O)([O-])[O-].[K+].[K+].